From a dataset of Reaction yield outcomes from USPTO patents with 853,638 reactions. Predict the reaction yield, written as a fraction of the theoretical maximum amount of product (1.0 means a 100% yield; for example, 0.34 means a 34% yield). The yield is 0.508. The product is [Cl:1][C:2]1[CH:3]=[C:4]2[C:5]([C:6](=[O:8])[N:27]([CH2:19][CH2:20][C:21]3[CH:26]=[CH:25][CH:24]=[CH:23][CH:22]=3)[C:12]([CH3:13])=[N:11]2)=[CH:9][CH:10]=1. The reactants are [Cl:1][C:2]1[CH:3]=[C:4]([NH2:11])[C:5](=[CH:9][CH:10]=1)[C:6]([OH:8])=O.[C:12](OC(=O)C)(=O)[CH3:13].[CH2:19]([NH2:27])[CH2:20][C:21]1[CH:26]=[CH:25][CH:24]=[CH:23][CH:22]=1. The catalyst is C(O)(=O)C.ClCCl.